From a dataset of Reaction yield outcomes from USPTO patents with 853,638 reactions. Predict the reaction yield, written as a fraction of the theoretical maximum amount of product (1.0 means a 100% yield; for example, 0.34 means a 34% yield). (1) The reactants are [CH2:1]([O:3][C:4](=[O:18])[CH2:5][CH2:6][NH:7][C:8](=[O:17])[C:9]1[CH:14]=[CH:13][C:12]([CH:15]=O)=[CH:11][CH:10]=1)[CH3:2].[CH:19]1([C:25]2[CH:31]=[CH:30][C:28]([NH2:29])=[CH:27][CH:26]=2)[CH2:24][CH2:23][CH2:22][CH2:21][CH2:20]1.C(O)(=O)C.C([BH3-])#N.[Na+]. The catalyst is C(O)C. The product is [CH2:1]([O:3][C:4](=[O:18])[CH2:5][CH2:6][NH:7][C:8](=[O:17])[C:9]1[CH:14]=[CH:13][C:12]([CH2:15][NH:29][C:28]2[CH:30]=[CH:31][C:25]([CH:19]3[CH2:24][CH2:23][CH2:22][CH2:21][CH2:20]3)=[CH:26][CH:27]=2)=[CH:11][CH:10]=1)[CH3:2]. The yield is 0.800. (2) The reactants are [S:1]1[C:5]([CH2:6][CH2:7][CH2:8][CH2:9][CH2:10][CH2:11][O:12][Si:13]([C:16]([CH3:19])([CH3:18])[CH3:17])([CH3:15])[CH3:14])=[CH:4][CH:3]=[C:2]1[C:20]1[S:21][CH:22]=[CH:23][CH:24]=1.C([Li])CCC.[BH:30]([OH:32])[OH:31].O[C:34]([C:37](O)([CH3:39])[CH3:38])([CH3:36])[CH3:35]. The catalyst is C1COCC1. The product is [C:16]([Si:13]([CH3:14])([CH3:15])[O:12][CH2:11][CH2:10][CH2:9][CH2:8][CH2:7][CH2:6][C:5]1[S:1][C:2]([C:20]2[S:21][C:22]([B:30]3[O:32][C:37]([CH3:39])([CH3:38])[C:34]([CH3:36])([CH3:35])[O:31]3)=[CH:23][CH:24]=2)=[CH:3][CH:4]=1)([CH3:18])([CH3:19])[CH3:17]. The yield is 0.720. (3) The reactants are O1CCOCC1.Cl[C:8]1[N:16]=[C:15]2[C:11]([N:12]=[CH:13][N:14]2[CH2:17][CH:18]([CH3:20])[CH3:19])=[C:10]([N:21]2[CH2:26][CH2:25][O:24][CH2:23][C@@H:22]2[CH3:27])[N:9]=1.CC1(C)C(C)(C)OB([C:36]2[CH:37]=[N:38][C:39]([NH2:42])=[N:40][CH:41]=2)O1.C(=O)([O-])[O-].[Na+].[Na+]. The catalyst is O. The product is [CH2:17]([N:14]1[CH:13]=[N:12][C:11]2[C:15]1=[N:16][C:8]([C:36]1[CH:37]=[N:38][C:39]([NH2:42])=[N:40][CH:41]=1)=[N:9][C:10]=2[N:21]1[CH2:26][CH2:25][O:24][CH2:23][C@@H:22]1[CH3:27])[CH:18]([CH3:20])[CH3:19]. The yield is 0.760. (4) The reactants are CN(C)C=O.C(P(=O)(OCC)OCC)#N.[CH3:16][CH:17]([CH3:29])[CH:18]([C:23]1[CH:28]=[CH:27][CH:26]=[CH:25][CH:24]=1)[CH2:19][C:20](O)=[O:21].Cl.[CH3:31][NH:32][O:33][CH3:34]. The product is [CH3:31][N:32]([O:33][CH3:34])[C:20](=[O:21])[CH2:19][CH:18]([C:23]1[CH:28]=[CH:27][CH:26]=[CH:25][CH:24]=1)[CH:17]([CH3:29])[CH3:16]. The yield is 0.470. The catalyst is C(N(CC)CC)C.O1CCCC1.